This data is from Forward reaction prediction with 1.9M reactions from USPTO patents (1976-2016). The task is: Predict the product of the given reaction. Given the reactants [F:1][C:2]1[CH:3]=[C:4]([N:8]2[C:12]([C:13]3[CH:18]=[CH:17][CH:16]=[C:15]([O:19][C:20]([F:23])([F:22])[F:21])[CH:14]=3)=[CH:11][C:10]([NH2:24])=[N:9]2)[CH:5]=[CH:6][CH:7]=1.[CH3:25][C@H:26]1[C:30](=[O:31])[NH:29][CH2:28][C@@H:27]1[C:32](O)=[O:33].C1C=CC2N(O)N=NC=2C=1.CCN=C=NCCCN(C)C.Cl, predict the reaction product. The product is: [F:1][C:2]1[CH:3]=[C:4]([N:8]2[C:12]([C:13]3[CH:18]=[CH:17][CH:16]=[C:15]([O:19][C:20]([F:22])([F:23])[F:21])[CH:14]=3)=[CH:11][C:10]([NH:24][C:32]([C@@H:27]3[C@@H:26]([CH3:25])[C:30](=[O:31])[NH:29][CH2:28]3)=[O:33])=[N:9]2)[CH:5]=[CH:6][CH:7]=1.